From a dataset of Full USPTO retrosynthesis dataset with 1.9M reactions from patents (1976-2016). Predict the reactants needed to synthesize the given product. The reactants are: P(Cl)(Cl)(Cl)=O.CN(C)[CH:8]=[O:9].[CH3:11][C:12]1[NH:13][CH:14]=[C:15]([CH3:34])[C:16]=1[C:17]1[NH:18][C:19]2[CH:25]=[C:24]([C:26](=[O:33])[C:27]3[CH:32]=[CH:31][CH:30]=[CH:29][CH:28]=3)[CH:23]=[CH:22][C:20]=2[N:21]=1.[OH-].[Na+]. Given the product [CH:8]([C:14]1[NH:13][C:12]([CH3:11])=[C:16]([C:17]2[NH:18][C:19]3[CH:25]=[C:24]([C:26](=[O:33])[C:27]4[CH:28]=[CH:29][CH:30]=[CH:31][CH:32]=4)[CH:23]=[CH:22][C:20]=3[N:21]=2)[C:15]=1[CH3:34])=[O:9], predict the reactants needed to synthesize it.